Task: Predict the reactants needed to synthesize the given product.. Dataset: Full USPTO retrosynthesis dataset with 1.9M reactions from patents (1976-2016) (1) Given the product [C:14]1([C:23]2[CH:24]=[CH:25][CH:26]=[CH:27][CH:28]=2)[CH:15]=[CH:16][C:17]([C:20]([N:11]2[CH2:10][CH2:9][N:8]([C:1]([O:3][C:4]([CH3:7])([CH3:6])[CH3:5])=[O:2])[CH2:13][CH2:12]2)=[O:21])=[CH:18][CH:19]=1, predict the reactants needed to synthesize it. The reactants are: [C:1]([N:8]1[CH2:13][CH2:12][NH:11][CH2:10][CH2:9]1)([O:3][C:4]([CH3:7])([CH3:6])[CH3:5])=[O:2].[C:14]1([C:23]2[CH:28]=[CH:27][CH:26]=[CH:25][CH:24]=2)[CH:19]=[CH:18][C:17]([C:20](Cl)=[O:21])=[CH:16][CH:15]=1.C(N(C(C)C)CC)(C)C. (2) Given the product [C:28]([O:32][C:33]([N:35]1[CH2:6][CH2:7][N:8]([CH2:11][C:12]2[S:13][C:14]3[N:15]=[C:16]([Cl:27])[N:17]=[C:18]([N:21]4[CH2:22][CH2:23][O:24][CH2:25][CH2:26]4)[C:19]=3[N:20]=2)[CH2:9][CH2:10]1)=[O:34])([CH3:31])([CH3:30])[CH3:29], predict the reactants needed to synthesize it. The reactants are: N1(C2[CH2:10][CH2:9][N:8]([CH2:11][C:12]3[S:13][C:14]4[N:15]=[C:16]([Cl:27])[N:17]=[C:18]([N:21]5[CH2:26][CH2:25][O:24][CH2:23][CH2:22]5)[C:19]=4[N:20]=3)[CH2:7][CH2:6]2)CCC1.[C:28]([O:32][C:33]([N:35]1CCNCC1)=[O:34])([CH3:31])([CH3:30])[CH3:29].